This data is from Peptide-MHC class II binding affinity with 134,281 pairs from IEDB. The task is: Regression. Given a peptide amino acid sequence and an MHC pseudo amino acid sequence, predict their binding affinity value. This is MHC class II binding data. (1) The peptide sequence is NMEKYQLAVTIMAIS. The MHC is DRB1_0401 with pseudo-sequence DRB1_0401. The binding affinity (normalized) is 0.635. (2) The peptide sequence is AVVCGRRHGVRIRVR. The MHC is DRB1_0301 with pseudo-sequence DRB1_0301. The binding affinity (normalized) is 0.0419. (3) The peptide sequence is TIKQKKPDFILATDI. The MHC is DRB4_0103 with pseudo-sequence DRB4_0103. The binding affinity (normalized) is 0.514. (4) The MHC is DRB1_1602 with pseudo-sequence DRB1_1602. The peptide sequence is STIFPFRRLFMVADV. The binding affinity (normalized) is 0.229. (5) The peptide sequence is VLRTKLMSTRRVLER. The MHC is DRB1_1302 with pseudo-sequence DRB1_1302. The binding affinity (normalized) is 0.399. (6) The peptide sequence is AAGTYVAADAAAAST. The MHC is DRB1_0405 with pseudo-sequence DRB1_0405. The binding affinity (normalized) is 0.415. (7) The peptide sequence is KINDKCPSTGEAHLA. The MHC is DRB1_0301 with pseudo-sequence DRB1_0301. The binding affinity (normalized) is 0.130. (8) The peptide sequence is LLVLAGWLFHVRGAR. The MHC is DRB1_0301 with pseudo-sequence DRB1_0301. The binding affinity (normalized) is 0.